Task: Binary Classification. Given a drug SMILES string, predict its activity (active/inactive) in a high-throughput screening assay against a specified biological target.. Dataset: HIV replication inhibition screening data with 41,000+ compounds from the AIDS Antiviral Screen The drug is O=C(CN1CCCCC1)c1ccc2[nH]c(=O)oc2c1. The result is 0 (inactive).